This data is from Aqueous solubility values for 9,982 compounds from the AqSolDB database. The task is: Regression/Classification. Given a drug SMILES string, predict its absorption, distribution, metabolism, or excretion properties. Task type varies by dataset: regression for continuous measurements (e.g., permeability, clearance, half-life) or binary classification for categorical outcomes (e.g., BBB penetration, CYP inhibition). For this dataset (solubility_aqsoldb), we predict Y. (1) The compound is Nc1ncc2ncn(CCC(CO)CO)c2n1. The Y is -0.300 log mol/L. (2) The drug is O=C1CCCCCNC(=O)CCCCCNC(=O)CCCCCNC(=O)CCCCCN1. The Y is -2.81 log mol/L. (3) The molecule is COCCOC(=O)CCCCC(=O)OCCOC. The Y is -1.27 log mol/L. (4) The molecule is O=P([O-])([O-])[O-].O=P([O-])([O-])[O-].O=P([O-])([O-])[O-].O=P([O-])([O-])[O-].[Zr+4].[Zr+4].[Zr+4]. The Y is -7.34 log mol/L.